From a dataset of Experimentally validated miRNA-target interactions with 360,000+ pairs, plus equal number of negative samples. Binary Classification. Given a miRNA mature sequence and a target amino acid sequence, predict their likelihood of interaction. (1) The miRNA is mmu-miR-669h-3p with sequence UAUGCAUAUACACACAUGCACA. The protein sequence of the target gene is MKRKQKRFLQMTLLFTVALIFLPNVGLWSLYKDKHLVKSAEPGEQQTFPLGLGDGQFYSWTDGLRRKDWHDYESIQKEAMRSGKGEHGKPYPLTEEDHDDSAYRENGFNIFVSNNIALERSLPDIRHANCKHKMYLERLPNTSIIIPFHNEGWTSLLRTIHSIINRTPGSLIAEIILVDDFSEREHLKDKLEEYMARFSKVRIVRTKKREGLIRTRLLGASMARGEVLTFLDSHCEVNVNWLPPLLNQIALNHKTIVCPMIDVIDHNHFGYEAQAGDAMRGAFDWEMYYKRIPIPPELQR.... Result: 0 (no interaction). (2) The miRNA is hsa-miR-3158-3p with sequence AAGGGCUUCCUCUCUGCAGGAC. The protein sequence of the target gene is MELLSPPLRDVDLTAPDGSLCSFATTDDFYDDPCFDSPDLRFFEDLDPRLMHVGALLKPEEHSHFPAAVHPAPGAREDEHVRAPSGHHQAGRCLLWACKACKRKTTNADRRKAATMRERRRLSKVNEAFETLKRCTSSNPNQRLPKVEILRNAIRYIEGLQALLRDQDAAPPGAAAAFYAPGPLPPGRGGEHYSGDSDASSPRSNCSDGMMDYSGPPSGARRRNCYEGAYYNEAPSEPRPGKSAAVSSLDCLSSIVERISTESPAAPALLLADVPSESPPRRQEAAAPSEGESSGDPTQS.... Result: 0 (no interaction). (3) The miRNA is hsa-miR-520f-5p with sequence CCUCUAAAGGGAAGCGCUUUCU. The protein sequence of the target gene is MAPAQRPLLPLLLLLLPLPPPPFARAEDAARANSDRYAVYWNRSNPRFHAGAGDDGGGYTVEVSINDYLDIYCPHYGAPLPPAERMEHYVLYMVNGEGHASCDHRQRGFKRWECNRPAAPGGPLKFSEKFQLFTPFSLGFEFRPGHEYYYISATPPNAVDRPCLRLKVYVRPTNETLYEAPEPIFTSNNSCSSPGGCRLFLSTIPVLWTLLGS. Result: 1 (interaction). (4) The miRNA is hsa-miR-337-5p with sequence GAACGGCUUCAUACAGGAGUU. The protein sequence of the target gene is MAASTSMVPVAVTAAVAPVLSINSDFSDLREIKKQLLLIAGLTRERGLLHSSKWSAELAFSLPALPLAELQPPPPITEEDAQDMDAYTLAKAYFDVKEYDRAAHFLHGCNSKKAYFLYMYSRYLSGEKKKDDETVDSLGPLEKGQVKNEALRELRVELSKKHQARELDGFGLYLYGVVLRKLDLVKEAIDVFVEATHVLPLHWGAWLELCNLITDKEMLKFLSLPDTWMKEFFLAHIYTELQLIEEALQKYQNLIDVGFSKSSYIVSQIAVAYHNIRDIDKALSIFNELRKQDPYRIENM.... Result: 0 (no interaction). (5) The miRNA is mmu-miR-488-5p with sequence CCCAGAUAAUAGCACUCUCAA. The protein sequence of the target gene is MALDCLLLFLLASAVAAMEETLMDTRTATAELGWTANPASGWEEVSGYDENLNTIRTYQVCNVFEPNQNNWLLTTFINRRGAHRIYTEMRFTVRDCSSLPNVPGSCKETFNLYYYETDSVIATKKSAFWSEAPYLKVDTIAADESFSQVDFGGRLMKVNTEVRSFGPLTRNGFYLAFQDYGACMSLLSVRVFFKKCPSIVQNFAVFPETMTGAESTSLVIARGTCIPNAEEVDVPIKLYCNGDGEWMVPIGRCTCKPGYEPENSVACKACPAGTFKASQEAEGCSHCPSNSRSPSEASPI.... Result: 0 (no interaction). (6) The miRNA is hsa-miR-526b-3p with sequence GAAAGUGCUUCCUUUUAGAGGC. The protein sequence of the target gene is MSAAGAGAGVEAGFSSEELLSLRFPLHRACRDGDLATLCSLLQQTPHAHLASEDSFYGWTPVHWAAHFGKLECLVQLVRAGATLNVSTTRYAQTPAHIAAFGGHPQCLVWLIQAGANINKPDCEGETPIHKAARSGSLECISALVANGAHVDLRNASGLTAADIAQTQGFQECAQFLLNLQNCHLNHFYNNGILNGGHQNVFPNHISVGTNRKRCLEDSEDFGVKKARTEAQSLDSAVPLTNGDTEDDADKMHVDREFAVVTDMKNSSSVSNTLTNGCVINGHLDFPSTTPLSGMESRNG.... Result: 0 (no interaction).